This data is from Forward reaction prediction with 1.9M reactions from USPTO patents (1976-2016). The task is: Predict the product of the given reaction. (1) Given the reactants C1(P(C2C=CC=CC=2)C2C=CC=CC=2)C=CC=CC=1.[I:20]I.N1C=CN=C1.[CH2:27]([O:34][C:35](=[O:49])[NH:36][C@H:37]([CH2:40][NH:41][C:42]([O:44][C:45]([CH3:48])([CH3:47])[CH3:46])=[O:43])[CH2:38]O)[C:28]1[CH:33]=[CH:32][CH:31]=[CH:30][CH:29]=1, predict the reaction product. The product is: [CH2:27]([O:34][C:35](=[O:49])[NH:36][C@H:37]([CH2:40][NH:41][C:42]([O:44][C:45]([CH3:48])([CH3:47])[CH3:46])=[O:43])[CH2:38][I:20])[C:28]1[CH:33]=[CH:32][CH:31]=[CH:30][CH:29]=1. (2) Given the reactants I[C:2]1[C:10]2[C:5](=[CH:6][CH:7]=[C:8]([NH:11][C:12](=[O:22])[C@H:13]([O:20][CH3:21])[C:14]3[CH:19]=[CH:18][CH:17]=[CH:16][CH:15]=3)[CH:9]=2)[NH:4][N:3]=1.[CH3:23][N:24]1[CH2:29][CH2:28][CH:27]([O:30][C:31]2[CH:36]=[CH:35][C:34](B3OC(C)(C)C(C)(C)O3)=[CH:33][CH:32]=2)[CH2:26][CH2:25]1.C(Cl)Cl.C([O-])([O-])=O.[Na+].[Na+], predict the reaction product. The product is: [CH3:21][O:20][C@H:13]([C:14]1[CH:19]=[CH:18][CH:17]=[CH:16][CH:15]=1)[C:12]([NH:11][C:8]1[CH:9]=[C:10]2[C:5](=[CH:6][CH:7]=1)[NH:4][N:3]=[C:2]2[C:34]1[CH:35]=[CH:36][C:31]([O:30][CH:27]2[CH2:26][CH2:25][N:24]([CH3:23])[CH2:29][CH2:28]2)=[CH:32][CH:33]=1)=[O:22].